This data is from Reaction yield outcomes from USPTO patents with 853,638 reactions. The task is: Predict the reaction yield, written as a fraction of the theoretical maximum amount of product (1.0 means a 100% yield; for example, 0.34 means a 34% yield). (1) The reactants are Br[C:2]1[CH:7]=[CH:6][C:5]([C:8]2([C:11]([NH:13][NH:14]C(OC(C)(C)C)=O)=[O:12])[CH2:10][CH2:9]2)=[CH:4][CH:3]=1.[CH3:22][C:23]1[N:28]=[CH:27][C:26](B(O)O)=[CH:25][N:24]=1.C(=O)([O-])[O-].[K+].[K+].Cl.O1CCOCC1. The catalyst is O1CCOCC1.O.C(OCC)(=O)C.CO. The product is [CH3:22][C:23]1[N:28]=[CH:27][C:26]([C:2]2[CH:3]=[CH:4][C:5]([C:8]3([C:11]([NH:13][NH2:14])=[O:12])[CH2:9][CH2:10]3)=[CH:6][CH:7]=2)=[CH:25][N:24]=1. The yield is 0.820. (2) The reactants are [C:1]([C:5]1[CH:10]=[CH:9][C:8]([C:11]2[N:15]([CH3:16])[N:14]=[C:13]([C:17](=[N:19][NH:20][C:21]([NH:23][C:24]3[CH:33]=[CH:32][C:27]([C:28]([O:30]C)=[O:29])=[C:26]([N+:34]([O-:36])=[O:35])[CH:25]=3)=[S:22])[CH3:18])[C:12]=2[OH:37])=[CH:7][CH:6]=1)([CH3:4])([CH3:3])[CH3:2].[OH-].[Na+]. The catalyst is CO. The product is [C:1]([C:5]1[CH:10]=[CH:9][C:8]([C:11]2[N:15]([CH3:16])[N:14]=[C:13]([C:17](=[N:19][NH:20][C:21]([NH:23][C:24]3[CH:33]=[CH:32][C:27]([C:28]([OH:30])=[O:29])=[C:26]([N+:34]([O-:36])=[O:35])[CH:25]=3)=[S:22])[CH3:18])[C:12]=2[OH:37])=[CH:7][CH:6]=1)([CH3:2])([CH3:3])[CH3:4]. The yield is 0.280. (3) The reactants are [CH2:1]([C:5]1[C:6]([C:29]2[CH:34]=[CH:33][C:32]([O:35][CH3:36])=[CH:31][CH:30]=2)=[C:7]([O:15][C:16]2[CH:21]=[CH:20][C:19](/[CH:22]=[CH:23]/[C:24]([O:26]CC)=[O:25])=[CH:18][CH:17]=2)[C:8]2[C:13]([CH:14]=1)=[CH:12][CH:11]=[CH:10][CH:9]=2)[CH2:2][CH2:3][CH3:4].[OH-].[Na+]. The catalyst is C1COCC1.CCO. The product is [CH2:1]([C:5]1[C:6]([C:29]2[CH:34]=[CH:33][C:32]([O:35][CH3:36])=[CH:31][CH:30]=2)=[C:7]([O:15][C:16]2[CH:21]=[CH:20][C:19](/[CH:22]=[CH:23]/[C:24]([OH:26])=[O:25])=[CH:18][CH:17]=2)[C:8]2[C:13]([CH:14]=1)=[CH:12][CH:11]=[CH:10][CH:9]=2)[CH2:2][CH2:3][CH3:4]. The yield is 0.880.